Dataset: Reaction yield outcomes from USPTO patents with 853,638 reactions. Task: Predict the reaction yield, written as a fraction of the theoretical maximum amount of product (1.0 means a 100% yield; for example, 0.34 means a 34% yield). (1) The reactants are [C:1]([O:5][C:6]([N:8]1[CH2:12][CH2:11][CH2:10][C@H:9]1[CH2:13][O:14][C:15]1[CH:16]=[N:17][CH:18]=[C:19]([C:21]#[C:22][Si](C)(C)C)[CH:20]=1)=[O:7])([CH3:4])([CH3:3])[CH3:2].[F-].C([N+](CCCC)(CCCC)CCCC)CCC. The catalyst is C1COCC1. The product is [C:1]([O:5][C:6]([N:8]1[CH2:12][CH2:11][CH2:10][C@H:9]1[CH2:13][O:14][C:15]1[CH:16]=[N:17][CH:18]=[C:19]([C:21]#[CH:22])[CH:20]=1)=[O:7])([CH3:4])([CH3:3])[CH3:2]. The yield is 0.980. (2) The reactants are C(OP([CH2:9][C:10]([O:12][CH2:13][CH3:14])=[O:11])(OCC)=O)C.[H-].[Na+].[Cl:17][C:18]1[CH:34]=[C:33]([C:35]([F:38])([F:37])[F:36])[CH:32]=[CH:31][C:19]=1[CH2:20][N:21]1[C:25]([CH:26]=O)=[CH:24][C:23]([CH:28]2[CH2:30][CH2:29]2)=[N:22]1.[Cl-].[NH4+]. The catalyst is CN(C)C=O.O1CCCC1. The product is [Cl:17][C:18]1[CH:34]=[C:33]([C:35]([F:38])([F:36])[F:37])[CH:32]=[CH:31][C:19]=1[CH2:20][N:21]1[C:25](/[CH:26]=[CH:9]/[C:10]([O:12][CH2:13][CH3:14])=[O:11])=[CH:24][C:23]([CH:28]2[CH2:29][CH2:30]2)=[N:22]1. The yield is 0.970. (3) The reactants are Cl[C:2]1[CH:11]=[CH:10][C:9]2[C:8](=[O:12])[CH2:7][CH2:6][CH2:5][C:4]=2[N:3]=1.[C:13]1([N:19]2[C:23](B(O)O)=[CH:22][C:21]([C:27]3[CH:32]=[CH:31][CH:30]=[CH:29][CH:28]=3)=[N:20]2)[CH:18]=[CH:17][CH:16]=[CH:15][CH:14]=1. The catalyst is C(N(CC)CC)C.C1(C)C=CC=CC=1.[Pd].C1(P(C2C=CC=CC=2)C2C=CC=CC=2)C=CC=CC=1.C1(P(C2C=CC=CC=2)C2C=CC=CC=2)C=CC=CC=1.C1(P(C2C=CC=CC=2)C2C=CC=CC=2)C=CC=CC=1.C1(P(C2C=CC=CC=2)C2C=CC=CC=2)C=CC=CC=1. The product is [C:13]1([N:19]2[C:23]([C:2]3[CH:11]=[CH:10][C:9]4[C:8](=[O:12])[CH2:7][CH2:6][CH2:5][C:4]=4[N:3]=3)=[CH:22][C:21]([C:27]3[CH:32]=[CH:31][CH:30]=[CH:29][CH:28]=3)=[N:20]2)[CH:18]=[CH:17][CH:16]=[CH:15][CH:14]=1. The yield is 0.0500. (4) The reactants are [CH3:1][C:2]1([CH3:29])[O:28][CH2:27][C:5]2=[C:6]([N:18]([CH2:20][C:21]3[CH:26]=[CH:25][CH:24]=[CH:23][CH:22]=3)[CH3:19])[N:7]=[C:8]3[O:16][C:15]4[C:14](=O)[NH:13][CH:12]=[N:11][C:10]=4[C:9]3=[C:4]2[CH2:3]1.P(Cl)(Cl)([Cl:32])=O. No catalyst specified. The product is [Cl:32][C:14]1[N:13]=[CH:12][N:11]=[C:10]2[C:9]3[C:8](=[N:7][C:6]([N:18]([CH2:20][C:21]4[CH:26]=[CH:25][CH:24]=[CH:23][CH:22]=4)[CH3:19])=[C:5]4[CH2:27][O:28][C:2]([CH3:1])([CH3:29])[CH2:3][C:4]=34)[O:16][C:15]=12. The yield is 0.520. (5) The reactants are [F:1][C:2]1[CH:10]=[C:9]([F:11])[CH:8]=[C:7]2[C:3]=1[C:4]([S:12][CH2:13][C:14]([O:16]C)=[O:15])=[CH:5][NH:6]2. The catalyst is O1CCCC1.[Li+].[OH-].C(OCC)C. The yield is 0.980. The product is [F:1][C:2]1[CH:10]=[C:9]([F:11])[CH:8]=[C:7]2[C:3]=1[C:4]([S:12][CH2:13][C:14]([OH:16])=[O:15])=[CH:5][NH:6]2. (6) The reactants are [CH2:1]([C:3]1[C:8]([OH:9])=[CH:7][C:6]([OH:10])=[CH:5][C:4]=1[CH2:11][C:12]([O:14][CH3:15])=[O:13])[CH3:2].C(=O)([O-])[O-].[K+].[K+].[CH2:22](Br)[C:23]1[CH:28]=[CH:27][CH:26]=[CH:25][CH:24]=1.O. The catalyst is CC(C)=O. The product is [CH2:22]([O:9][C:8]1[C:3]([CH2:1][CH3:2])=[C:4]([CH2:11][C:12]([O:14][CH3:15])=[O:13])[CH:5]=[C:6]([O:10][CH2:1][C:3]2[CH:8]=[CH:7][CH:6]=[CH:5][CH:4]=2)[CH:7]=1)[C:23]1[CH:28]=[CH:27][CH:26]=[CH:25][CH:24]=1. The yield is 0.660. (7) The reactants are [CH:1]1[C:10]2[C:5](=[CH:6][CH:7]=[CH:8][CH:9]=2)[CH:4]=[C:3]([NH:11][C:12](=[O:41])[O:13][CH2:14][C@@H:15]([N:27]([CH3:40])[C:28]([NH:30][CH2:31][C:32]2[CH:37]=[CH:36][CH:35]=[C:34]([F:38])[C:33]=2[Cl:39])=[O:29])[CH2:16][C:17](=O)[NH:18][CH2:19][C:20]2[CH:25]=[N:24][CH:23]=[CH:22][N:21]=2)[N:2]=1.P(Cl)(Cl)(Cl)=O. The catalyst is C(Cl)Cl. The product is [CH:1]1[C:10]2[C:5](=[CH:6][CH:7]=[CH:8][CH:9]=2)[CH:4]=[C:3]([NH:11][C:12](=[O:41])[O:13][CH2:14][C@@H:15]([N:27]([CH3:40])[C:28]([NH:30][CH2:31][C:32]2[CH:37]=[CH:36][CH:35]=[C:34]([F:38])[C:33]=2[Cl:39])=[O:29])[CH2:16][C:17]2[N:21]3[CH:22]=[CH:23][N:24]=[CH:25][C:20]3=[CH:19][N:18]=2)[N:2]=1. The yield is 0.430.